This data is from Reaction yield outcomes from USPTO patents with 853,638 reactions. The task is: Predict the reaction yield, written as a fraction of the theoretical maximum amount of product (1.0 means a 100% yield; for example, 0.34 means a 34% yield). (1) The reactants are [Cl:1][C:2]1[N:10]=[CH:9][N:8]=[C:7]2[C:3]=1[N:4]=[CH:5][N:6]2[C@H:11]1[C@@H:15]2[O:16][C:17]([CH3:20])([CH3:19])[O:18][C@@H:14]2[C@@H:13]([CH2:21][CH2:22][S:23]([O-:26])(=O)=[O:24])[O:12]1.C([N+](CCCC)(CCCC)CCCC)CCC.C(Cl)[Cl:45].CN(C)C=O.S(Cl)(Cl)=O. No catalyst specified. The product is [Cl:1][C:2]1[N:10]=[CH:9][N:8]=[C:7]2[C:3]=1[N:4]=[CH:5][N:6]2[C@H:11]1[C@@H:15]2[O:16][C:17]([CH3:20])([CH3:19])[O:18][C@@H:14]2[C@@H:13]([CH2:21][CH2:22][S:23]([Cl:45])(=[O:26])=[O:24])[O:12]1. The yield is 0.780. (2) The reactants are Br[C:2]1[CH:7]=[CH:6][CH:5]=[CH:4][C:3]=1[O:8][C:9]([F:12])([F:11])[F:10].C([Li])CCC.[NH2:18][C:19]1[N:30]=[CH:29][C:28]([Br:31])=[CH:27][C:20]=1[C:21](N(OC)C)=[O:22]. The catalyst is C1COCC1. The product is [NH2:18][C:19]1[C:20]([C:21]([C:2]2[CH:7]=[CH:6][CH:5]=[CH:4][C:3]=2[O:8][C:9]([F:12])([F:11])[F:10])=[O:22])=[CH:27][C:28]([Br:31])=[CH:29][N:30]=1. The yield is 0.520. (3) The reactants are Br[C:2]1[N:9]=[CH:8][CH:7]=[C:6]([Cl:10])[C:3]=1[CH:4]=[O:5].[CH3:11][C:12]1([CH3:25])[CH2:23][C:22]2[CH:21]=[C:20]3[N:15]([CH2:16][CH2:17][NH:18][C:19]3=[O:24])[C:14]=2[CH2:13]1.CC1(C)C2C(=C(P(C3C=CC=CC=3)C3C=CC=CC=3)C=CC=2)OC2C(P(C3C=CC=CC=3)C3C=CC=CC=3)=CC=CC1=2.C([O-])([O-])=O.[Cs+].[Cs+]. The catalyst is C1C=CC(/C=C/C(/C=C/C2C=CC=CC=2)=O)=CC=1.C1C=CC(/C=C/C(/C=C/C2C=CC=CC=2)=O)=CC=1.C1C=CC(/C=C/C(/C=C/C2C=CC=CC=2)=O)=CC=1.[Pd].[Pd].O1CCOCC1. The product is [Cl:10][C:6]1[CH:7]=[CH:8][N:9]=[C:2]([N:18]2[CH2:17][CH2:16][N:15]3[C:20](=[CH:21][C:22]4[CH2:23][C:12]([CH3:11])([CH3:25])[CH2:13][C:14]=43)[C:19]2=[O:24])[C:3]=1[CH:4]=[O:5]. The yield is 0.317. (4) The reactants are [P:1]([O-:18])([O:10][CH2:11][C:12]1[CH:17]=[CH:16][CH:15]=[CH:14][CH:13]=1)[O:2][CH2:3][C:4]1[CH:9]=[CH:8][CH:7]=[CH:6][CH:5]=1.[CH2:19]=[O:20].C(N(CC)CC)C. No catalyst specified. The product is [CH2:3]([O:2][P:1]([CH2:19][OH:20])(=[O:18])[O:10][CH2:11][C:12]1[CH:17]=[CH:16][CH:15]=[CH:14][CH:13]=1)[C:4]1[CH:9]=[CH:8][CH:7]=[CH:6][CH:5]=1. The yield is 0.420. (5) The reactants are [CH2:1]([O:8][C:9]1[N:10]=[N:11][C:12]([C:23]#[C:24][C:25]2[CH:30]=[CH:29][CH:28]=[CH:27][CH:26]=2)=[CH:13][C:14]=1[O:15][CH2:16][C:17]1[CH:22]=[CH:21][CH:20]=[CH:19][CH:18]=1)[C:2]1[CH:7]=[CH:6][CH:5]=[CH:4][CH:3]=1.C(OC1N=NC(Cl)=CC=1OCC1C=CC=CC=1)C1C=CC=CC=1.C(C1C=CC=C([O:62][C:63]([F:66])([F:65])[F:64])C=1)#C. No catalyst specified. The product is [CH2:1]([O:8][C:9]1[N:10]=[N:11][C:12]([C:23]#[C:24][C:25]2[CH:30]=[CH:29][CH:28]=[C:27]([O:62][C:63]([F:66])([F:65])[F:64])[CH:26]=2)=[CH:13][C:14]=1[O:15][CH2:16][C:17]1[CH:18]=[CH:19][CH:20]=[CH:21][CH:22]=1)[C:2]1[CH:3]=[CH:4][CH:5]=[CH:6][CH:7]=1. The yield is 0.370. (6) The reactants are [Br:1][C:2]1[CH:18]=[CH:17][C:5]([C:6]([NH:8][CH2:9][C:10]2[CH:15]=[CH:14][CH:13]=[CH:12][C:11]=2[Cl:16])=[NH:7])=[CH:4][CH:3]=1.C(=O)(O)[O-].[Na+].Br[CH2:25][C:26](=O)[C:27]([O:29][CH2:30][CH3:31])=[O:28]. The catalyst is CCO. The product is [CH2:30]([O:29][C:27]([C:26]1[N:7]=[C:6]([C:5]2[CH:17]=[CH:18][C:2]([Br:1])=[CH:3][CH:4]=2)[N:8]([CH2:9][C:10]2[CH:15]=[CH:14][CH:13]=[CH:12][C:11]=2[Cl:16])[CH:25]=1)=[O:28])[CH3:31]. The yield is 0.130.